This data is from Reaction yield outcomes from USPTO patents with 853,638 reactions. The task is: Predict the reaction yield, written as a fraction of the theoretical maximum amount of product (1.0 means a 100% yield; for example, 0.34 means a 34% yield). (1) The reactants are [C:1]([C:4]1[CH:9]=[N:8][CH:7]=[CH:6][N:5]=1)(=[O:3])[CH3:2].[BrH:10].C1C=C[NH+]=CC=1.[Br:17][Br-]Br.C(OCC)C. The catalyst is C(O)(=O)C. The product is [BrH:17].[Br:10][CH2:2][C:1]([C:4]1[CH:9]=[N:8][CH:7]=[CH:6][N:5]=1)=[O:3]. The yield is 1.00. (2) The yield is 0.870. The product is [Cl:1][C:2]1[CH:3]=[CH:4][C:5]([C:8]([NH2:16])=[O:10])=[N:6][CH:7]=1. The catalyst is CN(C=O)C. The reactants are [Cl:1][C:2]1[CH:3]=[CH:4][C:5]([C:8]([OH:10])=O)=[N:6][CH:7]=1.S(Cl)(Cl)=O.[OH-].[NH4+:16]. (3) The reactants are [Cl:1][C:2]([Cl:11])([Cl:10])[C:3]([C:5]1[NH:6][CH:7]=[CH:8][CH:9]=1)=[O:4].N1C=CC=C1.[N+:17]([O-])([OH:19])=[O:18]. The catalyst is CC(OC(C)=O)=O. The product is [Cl:11][C:2]([Cl:1])([Cl:10])[C:3]([C:5]1[NH:6][CH:7]=[C:8]([N+:17]([O-:19])=[O:18])[CH:9]=1)=[O:4]. The yield is 0.520.